From a dataset of Forward reaction prediction with 1.9M reactions from USPTO patents (1976-2016). Predict the product of the given reaction. (1) Given the reactants [C:1]([C:9](=[C:12](SC)[S:13][CH3:14])[C:10]#[N:11])(=O)[C:2]1[CH:7]=[CH:6][CH:5]=[CH:4][CH:3]=1.[N+]([O-])(O)=O.[NH2:21][C:22]([NH2:24])=[NH:23].C(N(CC)CC)C.O, predict the reaction product. The product is: [NH2:24][C:22]1[N:23]=[C:12]([S:13][CH3:14])[C:9]([C:10]#[N:11])=[C:1]([C:2]2[CH:7]=[CH:6][CH:5]=[CH:4][CH:3]=2)[N:21]=1. (2) The product is: [CH3:1][O:2][C:3]1[C:16]([O:17][CH3:18])=[CH:15][CH:14]=[C:13]([C:19]2[CH:20]=[C:21]3[C:25](=[CH:26][CH:27]=2)[C:24](=[O:28])[O:23][CH2:22]3)[C:4]=1[O:5][CH2:6][C:7]([CH3:12])([CH3:11])[C:8]([NH:31][CH3:30])=[O:9]. Given the reactants [CH3:1][O:2][C:3]1[C:16]([O:17][CH3:18])=[CH:15][CH:14]=[C:13]([C:19]2[CH:20]=[C:21]3[C:25](=[CH:26][CH:27]=2)[C:24](=[O:28])[O:23][CH2:22]3)[C:4]=1[O:5][CH2:6][C:7]([CH3:12])([CH3:11])[C:8](O)=[O:9].Cl.[CH3:30][N:31](C)CCCN=C=NCC.C(N(CC)CC)C.O.ON1C2C=CC=CC=2N=N1.CN.C1COCC1, predict the reaction product. (3) Given the reactants [CH:1]1([C:4]2[CH:5]=[N:6][C:7]([NH:17][C:18]3[CH:26]=[CH:25][CH:24]=[C:23]4[C:19]=3[CH:20]=[CH:21][N:22]4[CH2:27][CH:28]([CH3:30])[CH3:29])=[C:8]([CH:16]=2)[C:9]([O:11]C(C)(C)C)=[O:10])[CH2:3][CH2:2]1, predict the reaction product. The product is: [CH:1]1([C:4]2[CH:5]=[N:6][C:7]([NH:17][C:18]3[CH:26]=[CH:25][CH:24]=[C:23]4[C:19]=3[CH:20]=[CH:21][N:22]4[CH2:27][CH:28]([CH3:30])[CH3:29])=[C:8]([CH:16]=2)[C:9]([OH:11])=[O:10])[CH2:2][CH2:3]1. (4) Given the reactants Br[C:2]1[N:9]=[C:8]([NH2:10])[CH:7]=[C:6]([NH2:11])[C:3]=1[C:4]#[N:5].[C:12]1(C)[CH:17]=CC=C[C:13]=1P(C1C=CC=CC=1C)C1C=CC=CC=1C, predict the reaction product. The product is: [NH2:11][C:6]1[C:3]([C:4]#[N:5])=[C:2]([CH2:13][CH2:12][CH3:17])[N:9]=[C:8]([NH2:10])[CH:7]=1.